Task: Predict the product of the given reaction.. Dataset: Forward reaction prediction with 1.9M reactions from USPTO patents (1976-2016) (1) Given the reactants FC1C=C(C=CC=1F)C(Cl)=O.C[C:13]1(C)[C:26]2[C:25]3[CH:24]=[CH:23][CH:22]=[CH:21][C:20]=3[NH:19][C:18]=2[CH:17]([C:27]([O:29][CH2:30][CH3:31])=[O:28])[CH2:16][NH:15][CH2:14]1, predict the reaction product. The product is: [CH2:30]([O:29][C:27]([CH:17]1[C:18]2[NH:19][C:20]3[CH:21]=[CH:22][CH:23]=[CH:24][C:25]=3[C:26]=2[CH2:13][CH2:14][NH:15][CH2:16]1)=[O:28])[CH3:31]. (2) Given the reactants [C:1]([S:4][CH2:5][CH2:6][N:7]([CH2:29][CH2:30][CH:31]1[CH2:36][CH2:35][CH2:34][CH2:33][CH2:32]1)[C:8]([NH:10][CH2:11][CH:12]([O:21][Si](C(C)(C)C)(C)C)[CH2:13][N:14]1[CH2:19][CH2:18]N(C)[CH2:16][CH2:15]1)=[O:9])(=[O:3])[CH3:2].C(=O)([O-])O.[Na+].O1CC[CH2:44][CH2:43]1, predict the reaction product. The product is: [C:1]([S:4][CH2:5][CH2:6][N:7]([CH2:29][CH2:30][CH:31]1[CH2:32][CH2:33][CH2:34][CH2:35][CH2:36]1)[C:8]([NH:10][CH2:11][CH:12]([OH:21])[CH2:13][N:14]1[CH2:15][CH2:16][CH:43]([CH3:44])[CH2:18][CH2:19]1)=[O:9])(=[O:3])[CH3:2]. (3) Given the reactants Cl[C:2]1[N:3]=[C:4]([NH:21][C:22]2[CH:30]=[CH:29][CH:28]=[C:27]([F:31])[C:23]=2[C:24]([NH2:26])=[O:25])[C:5]2[CH:10]=[CH:9][N:8]([S:11]([C:14]3[CH:19]=[CH:18][C:17]([CH3:20])=[CH:16][CH:15]=3)(=[O:13])=[O:12])[C:6]=2[N:7]=1.[CH3:32][N:33]([CH2:35][C:36]([N:38]1[C:46]2[C:41](=[CH:42][C:43]([O:48][CH3:49])=[C:44]([NH2:47])[CH:45]=2)[CH2:40][CH2:39]1)=[O:37])[CH3:34].Cl.O1CCOCC1, predict the reaction product. The product is: [CH3:32][N:33]([CH3:34])[CH2:35][C:36]([N:38]1[C:46]2[C:41](=[CH:42][C:43]([O:48][CH3:49])=[C:44]([NH:47][C:2]3[N:3]=[C:4]([NH:21][C:22]4[CH:30]=[CH:29][CH:28]=[C:27]([F:31])[C:23]=4[C:24]([NH2:26])=[O:25])[C:5]4[CH:10]=[CH:9][N:8]([S:11]([C:14]5[CH:19]=[CH:18][C:17]([CH3:20])=[CH:16][CH:15]=5)(=[O:13])=[O:12])[C:6]=4[N:7]=3)[CH:45]=2)[CH2:40][CH2:39]1)=[O:37]. (4) Given the reactants [CH2:1]([O:3][C:4](=[O:10])[CH:5]([CH3:9])[C:6]([OH:8])=O)[CH3:2].O1CCCC1.[F:16][C:17]1[CH:18]=[C:19]([CH:22]=[C:23]([F:25])[CH:24]=1)[CH2:20][NH2:21].Cl.CN(C)CCCN=C=NCC.C(N(CC)C(C)C)(C)C, predict the reaction product. The product is: [CH2:1]([O:3][C:4](=[O:10])[CH:5]([CH3:9])[C:6]([NH:21][CH2:20][C:19]1[CH:18]=[C:17]([F:16])[CH:24]=[C:23]([F:25])[CH:22]=1)=[O:8])[CH3:2].